The task is: Predict the reaction yield, written as a fraction of the theoretical maximum amount of product (1.0 means a 100% yield; for example, 0.34 means a 34% yield).. This data is from Reaction yield outcomes from USPTO patents with 853,638 reactions. The reactants are [CH2:1]([O:3][C:4]1[CH:9]=[CH:8][C:7]([O:10][CH2:11][C:12]2[CH:17]=[CH:16][C:15]([O:18][CH2:19][C:20]3[N:21]=[C:22]([C:26]4[CH:31]=[CH:30][CH:29]=[CH:28][CH:27]=4)[O:23][C:24]=3[CH3:25])=[CH:14][CH:13]=2)=[CH:6][C:5]=1[CH2:32][C:33]([O:35]C)=[O:34])[CH3:2].O1CCCC1.[OH-].[Na+].Cl. The catalyst is O.CO. The product is [CH2:1]([O:3][C:4]1[CH:9]=[CH:8][C:7]([O:10][CH2:11][C:12]2[CH:13]=[CH:14][C:15]([O:18][CH2:19][C:20]3[N:21]=[C:22]([C:26]4[CH:31]=[CH:30][CH:29]=[CH:28][CH:27]=4)[O:23][C:24]=3[CH3:25])=[CH:16][CH:17]=2)=[CH:6][C:5]=1[CH2:32][C:33]([OH:35])=[O:34])[CH3:2]. The yield is 0.870.